Predict the reactants needed to synthesize the given product. From a dataset of Full USPTO retrosynthesis dataset with 1.9M reactions from patents (1976-2016). (1) Given the product [CH3:1][O:2][C:3]1([O:21][CH3:19])[C:4]([NH:11][C:12](=[O:18])[O:13][C:14]([CH3:17])([CH3:16])[CH3:15])=[CH:5][C:6](=[O:9])[CH:7]=[CH:8]1, predict the reactants needed to synthesize it. The reactants are: [CH3:1][O:2][C:3]1[CH:8]=[CH:7][C:6]([O:9]C)=[CH:5][C:4]=1[NH:11][C:12](=[O:18])[O:13][C:14]([CH3:17])([CH3:16])[CH3:15].[C:19](O[IH]C1C=CC=CC=1[IH]OC(=O)C)(=[O:21])C. (2) Given the product [C:8]1([C:49]2[CH:54]=[CH:53][CH:52]=[CH:51][CH:50]=2)[CH:13]=[CH:12][C:11]([C:14]2[N:19]=[C:18]3[N:20]=[C:21]([NH:31][CH:32]4[C@H:33]5[O:39][CH2:38][C@@H:37]([OH:40])[C@H:34]5[O:35][CH2:36]4)[NH:22][C:17]3=[CH:16][C:15]=2[Cl:48])=[CH:10][CH:9]=1, predict the reactants needed to synthesize it. The reactants are: C(O)(C(F)(F)F)=O.[C:8]1([C:49]2[CH:54]=[CH:53][CH:52]=[CH:51][CH:50]=2)[CH:13]=[CH:12][C:11]([C:14]2[N:19]=[C:18]3[N:20]=[C:21]([NH:31][CH:32]4[CH2:36][O:35][C@@H:34]5[C@H:37]([O:40][Si](C(C)(C)C)(C)C)[CH2:38][O:39][C@H:33]45)[N:22](COCC[Si](C)(C)C)[C:17]3=[CH:16][C:15]=2[Cl:48])=[CH:10][CH:9]=1. (3) Given the product [ClH:9].[ClH:9].[NH2:1][CH:2]1[CH2:7][CH2:6][CH:5]([NH:8][C:10]2[N:18]=[C:17]3[C:13]([N:14]=[CH:15][N:16]3[CH:19]3[CH2:23][CH2:22][S:21][CH2:20]3)=[C:12]([NH:24][CH2:25][C:26]3[CH:31]=[CH:30][CH:29]=[C:28]([I:32])[CH:27]=3)[N:11]=2)[CH2:4][CH2:3]1, predict the reactants needed to synthesize it. The reactants are: [NH2:1][C@H:2]1[CH2:7][CH2:6][C@H:5]([NH2:8])[CH2:4][CH2:3]1.[Cl:9][C:10]1[N:18]=[C:17]2[C:13]([N:14]=[CH:15][N:16]2[CH:19]2[CH2:23][CH2:22][S:21][CH2:20]2)=[C:12]([NH:24][CH2:25][C:26]2[CH:31]=[CH:30][CH:29]=[C:28]([I:32])[CH:27]=2)[N:11]=1. (4) Given the product [N:1]([C:22]1([CH2:24][C:25]([O:27][CH2:28][CH3:29])=[O:26])[C:11]2[C:12](=[N:13][CH:14]=[C:9]([Br:8])[CH:10]=2)[O:15][C:16]2[C:21]1=[CH:20][C:19]([I:30])=[CH:18][CH:17]=2)=[N+:2]=[N-:3], predict the reactants needed to synthesize it. The reactants are: [N:1]([Si](C)(C)C)=[N+:2]=[N-:3].[Br:8][C:9]1[CH:10]=[C:11]2[C:22]([CH2:24][C:25]([O:27][CH2:28][CH3:29])=[O:26])(O)[C:21]3[C:16](=[CH:17][CH:18]=[C:19]([I:30])[CH:20]=3)[O:15][C:12]2=[N:13][CH:14]=1.C([O+]([B-](F)(F)F)CC)C. (5) Given the product [CH3:21][O:20][C:3]1[C:2]([O:1][CH2:28][CH2:29][CH3:30])=[C:7]([O:8][CH3:9])[CH:6]=[CH:5][C:4]=1[C:10]1[CH:18]=[CH:17][CH:16]=[C:15]2[C:11]=1[CH2:12][CH2:13][C:14]2=[O:19], predict the reactants needed to synthesize it. The reactants are: [OH:1][C:2]1[C:3]([O:20][CH3:21])=[C:4]([C:10]2[CH:18]=[CH:17][CH:16]=[C:15]3[C:11]=2[CH2:12][CH2:13][C:14]3=[O:19])[CH:5]=[CH:6][C:7]=1[O:8][CH3:9].C(=O)([O-])[O-].[K+].[K+].[CH2:28](Br)[CH2:29][CH3:30].